This data is from Forward reaction prediction with 1.9M reactions from USPTO patents (1976-2016). The task is: Predict the product of the given reaction. (1) The product is: [CH2:1]([N:3]1[CH:7]=[C:6]([C:8]2[CH:13]=[CH:12][N:11]=[C:10]3[NH:14][CH:15]=[CH:16][C:9]=23)[C:5]([C:17]2[CH:22]=[CH:21][C:20]([NH2:23])=[CH:19][CH:18]=2)=[N:4]1)[CH3:2]. Given the reactants [CH2:1]([N:3]1[CH:7]=[C:6]([C:8]2[CH:13]=[CH:12][N:11]=[C:10]3[NH:14][CH:15]=[CH:16][C:9]=23)[C:5]([C:17]2[CH:22]=[CH:21][C:20]([N+:23]([O-])=O)=[CH:19][CH:18]=2)=[N:4]1)[CH3:2], predict the reaction product. (2) Given the reactants C([O:8][C:9]1[CH:14]=[CH:13][C:12]([C:15]2[O:16][C:17]3[CH:23]=[C:22]([C:24]4[CH:25]([CH2:31][CH3:32])[CH2:26][C:27](=[O:30])[NH:28][N:29]=4)[CH:21]=[CH:20][C:18]=3[N:19]=2)=[CH:11][CH:10]=1)C1C=CC=CC=1.[H][H], predict the reaction product. The product is: [CH2:31]([CH:25]1[C:24]([C:22]2[CH:21]=[CH:20][C:18]3[N:19]=[C:15]([C:12]4[CH:13]=[CH:14][C:9]([OH:8])=[CH:10][CH:11]=4)[O:16][C:17]=3[CH:23]=2)=[N:29][NH:28][C:27](=[O:30])[CH2:26]1)[CH3:32]. (3) Given the reactants [CH3:1][O:2][C:3]1[CH:4]=[C:5]2[C:9](=[CH:10][CH:11]=1)[N:8]([C:12]1[CH:17]=[CH:16][CH:15]=[CH:14][CH:13]=1)[C:7]([C:18]([OH:20])=O)=[CH:6]2.Cl.CN(C)CCCN=C=NCC.O.ON1C2C=CC=CC=2N=N1.[CH3:44][O:45][C:46]1[CH:47]=[C:48]([N:54]2[CH2:59][CH2:58][NH:57][CH2:56][CH2:55]2)[CH:49]=[C:50]([O:52][CH3:53])[CH:51]=1, predict the reaction product. The product is: [CH3:44][O:45][C:46]1[CH:47]=[C:48]([N:54]2[CH2:55][CH2:56][N:57]([C:18]([C:7]3[N:8]([C:12]4[CH:13]=[CH:14][CH:15]=[CH:16][CH:17]=4)[C:9]4[C:5]([CH:6]=3)=[CH:4][C:3]([O:2][CH3:1])=[CH:11][CH:10]=4)=[O:20])[CH2:58][CH2:59]2)[CH:49]=[C:50]([O:52][CH3:53])[CH:51]=1. (4) Given the reactants C(O[C:4]([C:6]1[C:7]2[S:15][CH:14]=[C:13]([CH2:16][O:17][C:18]3[CH:23]=[CH:22][C:21]([Br:24])=[CH:20][CH:19]=3)[C:8]=2[C:9]([NH2:12])=[N:10][CH:11]=1)=[O:5])C.[NH2:25][CH2:26][CH:27]([OH:29])[CH3:28], predict the reaction product. The product is: [OH:29][CH:27]([CH3:28])[CH2:26][NH:25][C:4]([C:6]1[C:7]2[S:15][CH:14]=[C:13]([CH2:16][O:17][C:18]3[CH:19]=[CH:20][C:21]([Br:24])=[CH:22][CH:23]=3)[C:8]=2[C:9]([NH2:12])=[N:10][CH:11]=1)=[O:5]. (5) Given the reactants [F:1][C:2]1[CH:10]=[CH:9][CH:8]=[C:7]([F:11])[C:3]=1[C:4](Cl)=[O:5].[NH2:12][C:13]1[S:14][C:15]([C:22]2[CH:27]=[CH:26][CH:25]=[C:24]([C:28]([F:31])([F:30])[F:29])[CH:23]=2)=[C:16]([C:18]([O:20][CH3:21])=[O:19])[N:17]=1.CCN(CC)CC.C([O-])(O)=O.[Na+], predict the reaction product. The product is: [F:1][C:2]1[CH:10]=[CH:9][CH:8]=[C:7]([F:11])[C:3]=1[C:4]([NH:12][C:13]1[S:14][C:15]([C:22]2[CH:27]=[CH:26][CH:25]=[C:24]([C:28]([F:31])([F:29])[F:30])[CH:23]=2)=[C:16]([C:18]([O:20][CH3:21])=[O:19])[N:17]=1)=[O:5]. (6) Given the reactants O.C1(C)C=CC(S(O)(=O)=O)=CC=1.Cl[C:14]1[N:22]=[C:21]2[C:17]([N:18]([CH3:29])[C:19](=[O:28])[N:20]2[CH:23]2[CH2:27][CH2:26][CH2:25][CH2:24]2)=[CH:16][N:15]=1.[NH2:30][C:31]1[CH:40]=[CH:39][C:34]([C:35]([O:37]C)=[O:36])=[CH:33][C:32]=1[O:41][CH3:42], predict the reaction product. The product is: [CH:23]1([N:20]2[C:19](=[O:28])[N:18]([CH3:29])[C:17]3[C:21]2=[N:22][C:14]([NH:30][C:31]2[CH:40]=[CH:39][C:34]([C:35]([OH:37])=[O:36])=[CH:33][C:32]=2[O:41][CH3:42])=[N:15][CH:16]=3)[CH2:27][CH2:26][CH2:25][CH2:24]1. (7) Given the reactants Br[C:2]1[CH:7]=[CH:6][C:5]([O:8][CH2:9][CH2:10][CH2:11][CH2:12][CH2:13][CH2:14][CH2:15][CH3:16])=[CH:4][CH:3]=1.C([Sn](CCCC)(CCCC)[C:22]1[S:23][CH:24]=[CH:25][CH:26]=1)CCC.[F-].[K+], predict the reaction product. The product is: [CH2:9]([O:8][C:5]1[CH:6]=[CH:7][C:2]([C:22]2[S:23][CH:24]=[CH:25][CH:26]=2)=[CH:3][CH:4]=1)[CH2:10][CH2:11][CH2:12][CH2:13][CH2:14][CH2:15][CH3:16]. (8) Given the reactants [F:1][C:2]1[CH:3]=[C:4]2[C:9](=[CH:10][C:11]=1F)[N:8]([CH2:13][C:14]1[CH:19]=[CH:18][C:17]([C:20]([F:23])([F:22])[F:21])=[CH:16][CH:15]=1)[CH:7]=[C:6]([C:24]#[N:25])[C:5]2=[O:26].[NH:27]1[CH2:32][CH2:31][S:30][CH2:29][CH2:28]1, predict the reaction product. The product is: [F:1][C:2]1[CH:3]=[C:4]2[C:9](=[CH:10][C:11]=1[N:27]1[CH2:32][CH2:31][S:30][CH2:29][CH2:28]1)[N:8]([CH2:13][C:14]1[CH:19]=[CH:18][C:17]([C:20]([F:23])([F:21])[F:22])=[CH:16][CH:15]=1)[CH:7]=[C:6]([C:24]#[N:25])[C:5]2=[O:26].